This data is from Full USPTO retrosynthesis dataset with 1.9M reactions from patents (1976-2016). The task is: Predict the reactants needed to synthesize the given product. (1) Given the product [C:1]([O:5][C:6]([N:7]1[CH2:19][CH:20]=[CH:21][CH2:9][CH:8]1[C:12]1[CH:13]=[CH:14][C:15]([Br:18])=[CH:16][CH:17]=1)=[O:22])([CH3:2])([CH3:3])[CH3:4], predict the reactants needed to synthesize it. The reactants are: [C:1]([O:5][C:6](=[O:22])[N:7]([CH2:19][CH:20]=[CH2:21])[CH:8]([C:12]1[CH:17]=[CH:16][C:15]([Br:18])=[CH:14][CH:13]=1)[CH2:9]C=C)([CH3:4])([CH3:3])[CH3:2]. (2) Given the product [O:33]=[S:2]1(=[O:1])[C:7]2[CH:8]=[CH:9][CH:10]=[CH:11][C:6]=2[NH:5][C:4]([C:12]2[C:13](=[O:32])[N:14]([NH:23][CH2:24][C:25]3[CH:26]=[CH:27][C:28]([CH3:31])=[CH:29][CH:30]=3)[C:15]3[C:20]([C:21]=2[OH:22])=[CH:19][CH:18]=[CH:17][CH:16]=3)=[N:3]1, predict the reactants needed to synthesize it. The reactants are: [O:1]=[S:2]1(=[O:33])[C:7]2[CH:8]=[CH:9][CH:10]=[CH:11][C:6]=2[NH:5][C:4]([C:12]2[C:13](=[O:32])[N:14]([N:23]=[CH:24][C:25]3[CH:30]=[CH:29][C:28]([CH3:31])=[CH:27][CH:26]=3)[C:15]3[C:20]([C:21]=2[OH:22])=[CH:19][CH:18]=[CH:17][CH:16]=3)=[N:3]1.CO.[BH4-].[Li+].Cl. (3) Given the product [CH2:1]([C:3]1[S:7][C:6]([C:8](=[O:24])[CH2:9][CH2:10][C:11]2[CH:16]=[C:15]([CH3:17])[C:14]([CH2:18][CH2:19][C:20]([OH:22])=[O:21])=[C:13]([CH3:23])[CH:12]=2)=[C:5]2[CH2:25][CH2:26][C:27]([CH3:29])([CH3:30])[CH2:28][C:4]=12)[CH3:2], predict the reactants needed to synthesize it. The reactants are: [CH2:1]([C:3]1[S:7][C:6]([C:8](=[O:24])[CH:9]=[CH:10][C:11]2[CH:16]=[C:15]([CH3:17])[C:14]([CH2:18][CH2:19][C:20]([OH:22])=[O:21])=[C:13]([CH3:23])[CH:12]=2)=[C:5]2[CH2:25][CH2:26][C:27]([CH3:30])([CH3:29])[CH2:28][C:4]=12)[CH3:2].CCN(C(C)C)C(C)C. (4) Given the product [CH3:58][CH2:57][CH2:56][CH2:55][CH2:54][CH2:53][O:52][C:50](/[N:38]=[C:36](\[NH2:37])/[C:33]1[CH:32]=[CH:31][C:30]([NH:29][CH2:28][C:26]2[N:25]([CH3:39])[C:24]3[CH:40]=[CH:41][C:21]([C:19]([N:18]([C:13]4[CH:14]=[CH:15][CH:16]=[CH:17][N:12]=4)[CH2:42][CH2:43][C:44]([O:46][CH2:47][CH3:48])=[O:45])=[O:20])=[CH:22][C:23]=3[N:27]=2)=[CH:35][CH:34]=1)=[O:51], predict the reactants needed to synthesize it. The reactants are: S(C1C=CC(C)=CC=1)(O)(=O)=O.[N:12]1[CH:17]=[CH:16][CH:15]=[CH:14][C:13]=1[N:18]([CH2:42][CH2:43][C:44]([O:46][CH2:47][CH3:48])=[O:45])[C:19]([C:21]1[CH:41]=[CH:40][C:24]2[N:25]([CH3:39])[C:26]([CH2:28][NH:29][C:30]3[CH:35]=[CH:34][C:33]([C:36](=[NH:38])[NH2:37])=[CH:32][CH:31]=3)=[N:27][C:23]=2[CH:22]=1)=[O:20].Cl[C:50]([O:52][CH2:53][CH2:54][CH2:55][CH2:56][CH2:57][CH3:58])=[O:51].C(=O)([O-])[O-].[K+].[K+]. (5) Given the product [OH:21][CH2:20][C@:19]([NH:18][C:15]([C:7]1[CH:6]=[CH:5][C:4]([CH:1]2[CH2:2][CH2:3]2)=[C:9]([O:10][CH2:11][CH:12]2[CH2:13][CH2:14]2)[N:8]=1)=[O:17])([CH3:25])[CH:22]([CH3:24])[CH3:23], predict the reactants needed to synthesize it. The reactants are: [CH:1]1([C:4]2[CH:5]=[CH:6][C:7]([C:15]([OH:17])=O)=[N:8][C:9]=2[O:10][CH2:11][CH:12]2[CH2:14][CH2:13]2)[CH2:3][CH2:2]1.[NH2:18][C@@:19]([CH3:25])([CH:22]([CH3:24])[CH3:23])[CH2:20][OH:21]. (6) Given the product [BrH:8].[NH2:1][C@@H:2]([CH2:6][CH2:5][Br:8])[C:3]([OH:4])=[O:7], predict the reactants needed to synthesize it. The reactants are: [NH2:1][C@H:2]1[CH2:6][CH2:5][O:4][C:3]1=[O:7].[BrH:8]. (7) Given the product [OH:30][C:14]1[CH:13]=[C:12]([CH:11]=[CH:10][C:6]2[CH:5]=[CH:4][C:3]([O:2][CH3:1])=[C:8]([OH:9])[CH:7]=2)[CH:17]=[C:16]([OH:18])[CH:15]=1, predict the reactants needed to synthesize it. The reactants are: [CH3:1][O:2][C:3]1[CH:4]=[CH:5][C:6](/[CH:10]=[CH:11]/[C:12]2[CH:13]=[C:14]([OH:30])[CH:15]=[C:16]([O:18][C@@H]3O[C@H](CO)[C@@H](O)[C@H](O)[C@H]3O)[CH:17]=2)=[CH:7][C:8]=1[OH:9].C1(C)C=CC(S(O)(=O)=O)=CC=1. (8) Given the product [Cl:1][C:2]1[CH:18]=[CH:17][C:5]2[S:6][C:7]([C:20]3[C:21]([NH2:26])=[N:22][CH:23]=[CH:24][N:25]=3)=[C:8]([CH3:9])[C:4]=2[CH:3]=1, predict the reactants needed to synthesize it. The reactants are: [Cl:1][C:2]1[CH:18]=[CH:17][C:5]2[S:6][C:7](C3C=CN=C(N)N=3)=[C:8]([CH3:9])[C:4]=2[CH:3]=1.Br[C:20]1[C:21]([NH2:26])=[N:22][CH:23]=[CH:24][N:25]=1.ClC1N=C(Cl)C=CN=1.